This data is from NCI-60 drug combinations with 297,098 pairs across 59 cell lines. The task is: Regression. Given two drug SMILES strings and cell line genomic features, predict the synergy score measuring deviation from expected non-interaction effect. (1) Drug 1: CC1=C2C(C(=O)C3(C(CC4C(C3C(C(C2(C)C)(CC1OC(=O)C(C(C5=CC=CC=C5)NC(=O)OC(C)(C)C)O)O)OC(=O)C6=CC=CC=C6)(CO4)OC(=O)C)OC)C)OC. Drug 2: C1=CC(=CC=C1CC(C(=O)O)N)N(CCCl)CCCl.Cl. Cell line: A498. Synergy scores: CSS=29.7, Synergy_ZIP=0.646, Synergy_Bliss=1.46, Synergy_Loewe=-6.39, Synergy_HSA=0.600. (2) Drug 1: CC1=C2C(C(=O)C3(C(CC4C(C3C(C(C2(C)C)(CC1OC(=O)C(C(C5=CC=CC=C5)NC(=O)OC(C)(C)C)O)O)OC(=O)C6=CC=CC=C6)(CO4)OC(=O)C)O)C)O. Drug 2: C(CCl)NC(=O)N(CCCl)N=O. Cell line: SF-539. Synergy scores: CSS=41.3, Synergy_ZIP=-12.6, Synergy_Bliss=-8.95, Synergy_Loewe=-15.3, Synergy_HSA=-6.79. (3) Drug 2: CC1C(C(CC(O1)OC2CC(CC3=C2C(=C4C(=C3O)C(=O)C5=CC=CC=C5C4=O)O)(C(=O)C)O)N)O. Cell line: U251. Synergy scores: CSS=53.3, Synergy_ZIP=-5.01, Synergy_Bliss=-6.08, Synergy_Loewe=-1.07, Synergy_HSA=0.460. Drug 1: CC1C(C(CC(O1)OC2CC(CC3=C2C(=C4C(=C3O)C(=O)C5=C(C4=O)C(=CC=C5)OC)O)(C(=O)CO)O)N)O.Cl.